This data is from Full USPTO retrosynthesis dataset with 1.9M reactions from patents (1976-2016). The task is: Predict the reactants needed to synthesize the given product. (1) Given the product [Cl:1][C:2]1[CH:3]=[C:4]([CH:14]([NH:16][C:17]([C:19]2[CH:24]=[C:23]([CH3:25])[N:22]=[C:21]([C:26]([OH:28])=[O:27])[CH:20]=2)=[O:18])[CH3:15])[CH:5]=[N:6][C:7]=1[O:8][CH2:9][C:10]([F:13])([F:11])[F:12], predict the reactants needed to synthesize it. The reactants are: [Cl:1][C:2]1[CH:3]=[C:4]([CH:14]([NH:16][C:17]([C:19]2[CH:24]=[C:23]([CH3:25])[N:22]=[C:21]([C:26]([O:28]C)=[O:27])[CH:20]=2)=[O:18])[CH3:15])[CH:5]=[N:6][C:7]=1[O:8][CH2:9][C:10]([F:13])([F:12])[F:11].[OH-].[Na+].Cl. (2) Given the product [F:7][C:10]1[CH:9]=[N:8][C:17]2[C:12]([CH:11]=1)=[N:13][CH:14]=[CH:15][CH:16]=2, predict the reactants needed to synthesize it. The reactants are: C1C=CN=CC=1.[FH:7].[N:8]1[C:17]2[C:12](=[N:13][CH:14]=[CH:15][CH:16]=2)[CH:11]=[C:10](N)[CH:9]=1.N([O-])=O.[Na+].C(=O)([O-])O.[Na+]. (3) The reactants are: I[C:2]1[N:3]=[CH:4][N:5]([C:7]([C:20]2[CH:25]=[CH:24][CH:23]=[CH:22][CH:21]=2)([C:14]2[CH:19]=[CH:18][CH:17]=[CH:16][CH:15]=2)[C:8]2[CH:13]=[CH:12][CH:11]=[CH:10][CH:9]=2)[CH:6]=1.C([Mg]Br)C.[C:30]([O:34][C:35]([NH:37][C@:38]([C:47]1[O:51][C:50]([C:52]2[CH:53]=[C:54]([N:59]([CH3:64])[S:60]([CH3:63])(=[O:62])=[O:61])[CH:55]=[C:56](Br)[CH:57]=2)=[N:49][N:48]=1)([CH3:46])[CH2:39][C:40]1[CH:45]=[CH:44][CH:43]=[CH:42][CH:41]=1)=[O:36])([CH3:33])([CH3:32])[CH3:31]. Given the product [C:30]([O:34][C:35]([NH:37][C@:38]([C:47]1[O:51][C:50]([C:52]2[CH:53]=[C:54]([N:59]([CH3:64])[S:60]([CH3:63])(=[O:62])=[O:61])[CH:55]=[C:56]([C:2]3[N:3]=[CH:4][N:5]([C:7]([C:8]4[CH:13]=[CH:12][CH:11]=[CH:10][CH:9]=4)([C:20]4[CH:21]=[CH:22][CH:23]=[CH:24][CH:25]=4)[C:14]4[CH:15]=[CH:16][CH:17]=[CH:18][CH:19]=4)[CH:6]=3)[CH:57]=2)=[N:49][N:48]=1)([CH3:46])[CH2:39][C:40]1[CH:45]=[CH:44][CH:43]=[CH:42][CH:41]=1)=[O:36])([CH3:33])([CH3:32])[CH3:31], predict the reactants needed to synthesize it. (4) Given the product [CH:3]1([C:6]2[CH:7]=[C:8]([CH2:15][OH:16])[S:9][C:10]=2[C:11]([F:12])([F:13])[F:14])[CH2:4][CH2:5]1, predict the reactants needed to synthesize it. The reactants are: [BH4-].[Na+].[CH:3]1([C:6]2[CH:7]=[C:8]([CH:15]=[O:16])[S:9][C:10]=2[C:11]([F:14])([F:13])[F:12])[CH2:5][CH2:4]1. (5) Given the product [C:29]([CH2:30][C:26]([NH2:24])=[O:27])#[N:28].[O:6]=[P:5]([Cl:9])([Cl:8])[Cl:7].[C:16](#[N:24])[CH:15]([CH2:30][C:29]#[N:28])[OH:20], predict the reactants needed to synthesize it. The reactants are: S(Cl)(Cl)=O.[P:5]([Cl:9])([Cl:8])([Cl:7])=[O:6].FC(F)(F)C(O[C:15](=[O:20])[C:16](F)(F)F)=O.C[N:24]([CH:26]=[O:27])C.[N:28]1C=CC=[CH:30][CH:29]=1. (6) Given the product [CH2:1]([O:8][C:9]1[CH:16]=[CH:15][C:12]([CH3:13])=[C:11]([OH:17])[CH:10]=1)[C:2]1[CH:3]=[CH:4][CH:5]=[CH:6][CH:7]=1, predict the reactants needed to synthesize it. The reactants are: [CH2:1]([O:8][C:9]1[CH:16]=[CH:15][C:12]([CH:13]=O)=[C:11]([OH:17])[CH:10]=1)[C:2]1[CH:7]=[CH:6][CH:5]=[CH:4][CH:3]=1.[OH-].[K+].O.NN.Cl. (7) The reactants are: [SH:1][CH2:2][CH2:3][C:4]([OH:6])=[O:5].Br[CH2:8][C:9]([C:11]1[C:21]([Cl:22])=[CH:20][C:14]2[N:15]([CH3:19])[C:16](=[O:18])[S:17][C:13]=2[CH:12]=1)=[O:10].C(=O)([O-])[O-].[K+].[K+]. Given the product [Cl:22][C:21]1[C:11]([C:9](=[O:10])[CH2:8][S:1][CH2:2][CH2:3][C:4]([OH:6])=[O:5])=[CH:12][C:13]2[S:17][C:16](=[O:18])[N:15]([CH3:19])[C:14]=2[CH:20]=1, predict the reactants needed to synthesize it. (8) Given the product [I-:32].[Cl:1][C:2]1[N:3]=[C:4]([C:7]2[CH:12]=[CH:11][C:10]([NH:13][C:14]([O:15][CH2:16][CH:17]3[CH2:22][CH2:21][N+:20]([CH2:23][CH:24]4[CH2:29][CH2:28][CH2:27][CH2:26][CH2:25]4)([CH3:31])[CH2:19][CH2:18]3)=[O:30])=[CH:9][CH:8]=2)[S:5][CH:6]=1, predict the reactants needed to synthesize it. The reactants are: [Cl:1][C:2]1[N:3]=[C:4]([C:7]2[CH:12]=[CH:11][C:10]([NH:13][C:14](=[O:30])[O:15][CH2:16][CH:17]3[CH2:22][CH2:21][N:20]([CH2:23][CH:24]4[CH2:29][CH2:28][CH2:27][CH2:26][CH2:25]4)[CH2:19][CH2:18]3)=[CH:9][CH:8]=2)[S:5][CH:6]=1.[CH3:31][I:32].